Dataset: Reaction yield outcomes from USPTO patents with 853,638 reactions. Task: Predict the reaction yield, written as a fraction of the theoretical maximum amount of product (1.0 means a 100% yield; for example, 0.34 means a 34% yield). (1) The reactants are [N:1]([O-:3])=[O:2].[Na+].[CH:5]1([C:8]2[C:17]3[C:12](=[CH:13][CH:14]=[CH:15][CH:16]=3)[CH:11]=[CH:10][CH:9]=2)[CH2:7][CH2:6]1.O. The catalyst is CCOC(C)=O. The product is [CH:5]1([C:8]2[C:17]3[C:12](=[CH:13][CH:14]=[CH:15][CH:16]=3)[C:11]([N+:1]([O-:3])=[O:2])=[CH:10][CH:9]=2)[CH2:7][CH2:6]1. The yield is 0.640. (2) The reactants are Br[C:2]1[CH:7]=[CH:6][C:5]([NH:8][C:9](=[O:26])[NH:10][C:11]2[CH:25]=[CH:24][C:14]([C:15]([N:17]([CH2:19][CH2:20][N:21]([CH3:23])[CH3:22])[CH3:18])=[O:16])=[CH:13][CH:12]=2)=[CH:4][CH:3]=1.[B:27]1([B:27]2[O:31][C:30]([CH3:33])([CH3:32])[C:29]([CH3:35])([CH3:34])[O:28]2)[O:31][C:30]([CH3:33])([CH3:32])[C:29]([CH3:35])([CH3:34])[O:28]1.CC([O-])=O.[K+].C(Cl)Cl. The catalyst is O1CCOCC1.C1C=CC(P(C2C=CC=CC=2)[C-]2C=CC=C2)=CC=1.C1C=CC(P(C2C=CC=CC=2)[C-]2C=CC=C2)=CC=1.Cl[Pd]Cl.[Fe+2]. The product is [CH3:22][N:21]([CH3:23])[CH2:20][CH2:19][N:17]([CH3:18])[C:15](=[O:16])[C:14]1[CH:24]=[CH:25][C:11]([NH:10][C:9]([NH:8][C:5]2[CH:6]=[CH:7][C:2]([B:27]3[O:31][C:30]([CH3:33])([CH3:32])[C:29]([CH3:35])([CH3:34])[O:28]3)=[CH:3][CH:4]=2)=[O:26])=[CH:12][CH:13]=1. The yield is 0.0900. (3) The reactants are [NH:1]1[C:9]2[C:4](=[CH:5][CH:6]=[CH:7][CH:8]=2)[C:3]2([C:13]3=[CH:14][C:15]4[O:19][CH2:18][O:17][C:16]=4[CH:20]=[C:12]3[O:11][CH2:10]2)[C:2]1=[O:21].C(=O)([O-])[O-].[Cs+].[Cs+].[C:28]([N:35]1[CH2:40][CH2:39][CH2:38][CH:37]([CH2:41][CH2:42]Br)[CH2:36]1)([O:30][C:31]([CH3:34])([CH3:33])[CH3:32])=[O:29]. The catalyst is CC(=O)CC.CC(C)=O. The product is [O:21]=[C:2]1[C:3]2([C:13]3=[CH:14][C:15]4[O:19][CH2:18][O:17][C:16]=4[CH:20]=[C:12]3[O:11][CH2:10]2)[C:4]2[C:9](=[CH:8][CH:7]=[CH:6][CH:5]=2)[N:1]1[CH2:42][CH2:41][CH:37]1[CH2:38][CH2:39][CH2:40][N:35]([C:28]([O:30][C:31]([CH3:32])([CH3:34])[CH3:33])=[O:29])[CH2:36]1. The yield is 0.880. (4) The reactants are C[O:2][C:3](=[O:34])[C@@H:4]([NH:12][C:13]([C:15]1[C:16]([CH3:33])=[N:17][C:18]([NH:22][CH2:23][CH2:24][CH2:25][C:26]2[CH:31]=[CH:30][CH:29]=[C:28]([OH:32])[CH:27]=2)=[N:19][C:20]=1[CH3:21])=[O:14])[CH2:5][NH:6][C:7]([N:9]([CH3:11])[CH3:10])=[O:8].O.[OH-].[Li+].S([O-])(O)(=O)=O.[K+]. The catalyst is C1COCC1.O. The product is [CH3:11][N:9]([CH3:10])[C:7](=[O:8])[NH:6][CH2:5][C@H:4]([NH:12][C:13]([C:15]1[C:16]([CH3:33])=[N:17][C:18]([NH:22][CH2:23][CH2:24][CH2:25][C:26]2[CH:31]=[CH:30][CH:29]=[C:28]([OH:32])[CH:27]=2)=[N:19][C:20]=1[CH3:21])=[O:14])[C:3]([OH:34])=[O:2]. The yield is 0.910.